Dataset: Reaction yield outcomes from USPTO patents with 853,638 reactions. Task: Predict the reaction yield, written as a fraction of the theoretical maximum amount of product (1.0 means a 100% yield; for example, 0.34 means a 34% yield). (1) The yield is 0.810. The catalyst is C(Cl)Cl. The product is [C:1]1([C@@H:7]([N@:9]2[CH2:11][CH:10]2[CH:12]=[O:13])[CH3:8])[CH:2]=[CH:3][CH:4]=[CH:5][CH:6]=1. The reactants are [C:1]1([C@@H:7]([N@:9]2[CH2:11][CH:10]2[CH2:12][OH:13])[CH3:8])[CH:6]=[CH:5][CH:4]=[CH:3][CH:2]=1.CS(C)=O.C(Cl)(=O)C(Cl)=O.CCN(C(C)C)C(C)C. (2) The reactants are [CH3:1][C:2]1[CH:22]=[CH:21][C:5]([C:6]([NH:8][C:9](=[S:20])[NH:10][C:11]2[CH:16]=[CH:15][C:14]([F:17])=[C:13]([F:18])[C:12]=2F)=[O:7])=[CH:4][CH:3]=1.[H-].[Na+]. The catalyst is CN(C)C=O. The product is [F:17][C:14]1[CH:15]=[CH:16][C:11]2[NH:10][C:9](=[N:8][C:6](=[O:7])[C:5]3[CH:21]=[CH:22][C:2]([CH3:1])=[CH:3][CH:4]=3)[S:20][C:12]=2[C:13]=1[F:18]. The yield is 0.830. (3) The reactants are [S:1]1[CH:3]([C:4]([CH2:6][CH2:7][CH2:8][CH2:9][CH2:10][CH3:11])=[CH2:5])[CH2:2]1. The catalyst is C1C=CC=CC=1. The product is [CH2:6]([C:4]1[CH2:3][S:1][CH2:2][CH:5]=1)[CH2:7][CH2:8][CH2:9][CH2:10][CH3:11]. The yield is 0.950.